This data is from Peptide-MHC class I binding affinity with 185,985 pairs from IEDB/IMGT. The task is: Regression. Given a peptide amino acid sequence and an MHC pseudo amino acid sequence, predict their binding affinity value. This is MHC class I binding data. (1) The peptide sequence is YFAVVPLVY. The MHC is HLA-A29:02 with pseudo-sequence HLA-A29:02. The binding affinity (normalized) is 0.923. (2) The peptide sequence is FPTSCHMF. The MHC is HLA-B54:01 with pseudo-sequence HLA-B54:01. The binding affinity (normalized) is 0.136. (3) The peptide sequence is SNIDFKIKK. The MHC is HLA-A30:02 with pseudo-sequence HLA-A30:02. The binding affinity (normalized) is 0. (4) The peptide sequence is FYLPNIVDY. The MHC is HLA-C07:02 with pseudo-sequence HLA-C07:02. The binding affinity (normalized) is 0.714. (5) The peptide sequence is RAMDVYCHR. The MHC is HLA-A02:12 with pseudo-sequence HLA-A02:12. The binding affinity (normalized) is 0.0847.